This data is from Catalyst prediction with 721,799 reactions and 888 catalyst types from USPTO. The task is: Predict which catalyst facilitates the given reaction. (1) Reactant: [Cl:1][C:2]1[C:11]2[C:6](=[CH:7][C:8]([CH3:12])=[CH:9][CH:10]=2)[N:5]=[C:4]([C:13]2[C:18]([CH3:19])=[CH:17][CH:16]=[CH:15][C:14]=2[O:20]C)[N:3]=1.B(Br)(Br)Br. Product: [Cl:1][C:2]1[C:11]2[C:6](=[CH:7][C:8]([CH3:12])=[CH:9][CH:10]=2)[N:5]=[C:4]([C:13]2[C:18]([CH3:19])=[CH:17][CH:16]=[CH:15][C:14]=2[OH:20])[N:3]=1. The catalyst class is: 2. (2) Reactant: [F:1][C:2]1[CH:3]=[C:4]([CH:7]=[CH:8][C:9]=1[CH2:10][OH:11])[C:5]#[N:6].[H-].[Na+].[CH3:14]I. Product: [F:1][C:2]1[CH:3]=[C:4]([CH:7]=[CH:8][C:9]=1[CH2:10][O:11][CH3:14])[C:5]#[N:6]. The catalyst class is: 1. (3) Reactant: [CH:1]1([C:4]2[C:12]([NH:13][S:14]([CH3:17])(=[O:16])=[O:15])=[CH:11][C:10]3[C:6](=[C:7]([C:25]([NH:27][CH3:28])=[O:26])[N:8]([C:18]4[CH:23]=[CH:22][C:21]([CH3:24])=[CH:20][N:19]=4)[N:9]=3)[CH:5]=2)[CH2:3][CH2:2]1.C(=O)([O-])[O-].[K+].[K+].Br[CH2:36][CH2:37][OH:38]. The catalyst class is: 10. Product: [CH:1]1([C:4]2[C:12]([N:13]([CH2:36][CH2:37][OH:38])[S:14]([CH3:17])(=[O:15])=[O:16])=[CH:11][C:10]3[C:6](=[C:7]([C:25]([NH:27][CH3:28])=[O:26])[N:8]([C:18]4[CH:23]=[CH:22][C:21]([CH3:24])=[CH:20][N:19]=4)[N:9]=3)[CH:5]=2)[CH2:2][CH2:3]1.